Predict which catalyst facilitates the given reaction. From a dataset of Catalyst prediction with 721,799 reactions and 888 catalyst types from USPTO. (1) Reactant: [OH:1][CH:2]1[CH2:7][CH2:6][NH:5][CH2:4][CH2:3]1.Br[C:9]1[CH:14]=[CH:13][C:12]([C:15]([F:18])([F:17])[F:16])=[CH:11][CH:10]=1.C1(P(C2CCCCC2)C2(C)CC=CC=C2C2C=CC=CC=2)CCCCC1.O1CCCC1.Cl.C(=O)([O-])O.[Na+]. Product: [F:16][C:15]([F:18])([F:17])[C:12]1[CH:13]=[CH:14][C:9]([N:5]2[CH2:6][CH2:7][CH:2]([OH:1])[CH2:3][CH2:4]2)=[CH:10][CH:11]=1. The catalyst class is: 110. (2) Reactant: [NH2:1][C:2]1[CH:3]=[N:4][C:5]2[C:10]([C:11]=1[NH:12][CH2:13][CH2:14][CH2:15][CH2:16][NH:17][C:18](=[O:24])[O:19][C:20]([CH3:23])([CH3:22])[CH3:21])=[N:9][CH:8]=[CH:7][CH:6]=2.C(N(CC)CC)C.[Cl:32][CH2:33][C:34](Cl)=O.ClCCCl. Product: [OH-:19].[NH4+:1].[Cl:32][CH2:33][C:34]1[N:12]([CH2:13][CH2:14][CH2:15][CH2:16][NH:17][C:18](=[O:24])[O:19][C:20]([CH3:21])([CH3:23])[CH3:22])[C:11]2[C:10]3[N:9]=[CH:8][CH:7]=[CH:6][C:5]=3[N:4]=[CH:3][C:2]=2[N:1]=1. The catalyst class is: 46. (3) Reactant: [NH2:1][C:2]1[C:11]2[N:12]=[C:13]([CH2:18][CH2:19][O:20][CH3:21])[N:14]([CH2:15][CH2:16][CH3:17])[C:10]=2[C:9]2[CH:8]=[CH:7][C:6]([O:22][CH:23]3[CH2:28][CH2:27][N:26](C(OC(C)(C)C)=O)[CH2:25][CH2:24]3)=[CH:5][C:4]=2[N:3]=1.Cl. Product: [CH3:21][O:20][CH2:19][CH2:18][C:13]1[N:14]([CH2:15][CH2:16][CH3:17])[C:10]2[C:9]3[CH:8]=[CH:7][C:6]([O:22][CH:23]4[CH2:24][CH2:25][NH:26][CH2:27][CH2:28]4)=[CH:5][C:4]=3[N:3]=[C:2]([NH2:1])[C:11]=2[N:12]=1. The catalyst class is: 8.